Dataset: Reaction yield outcomes from USPTO patents with 853,638 reactions. Task: Predict the reaction yield, written as a fraction of the theoretical maximum amount of product (1.0 means a 100% yield; for example, 0.34 means a 34% yield). The reactants are [CH3:1][C:2]1[CH:3]=[C:4]([CH:42]=[CH:43][CH:44]=1)[CH2:5][N:6]1[CH:10]=[C:9]([C:11]2[C:19]3[C:14](=[N:15][CH:16]=[C:17]([C:20]4[CH:25]=[CH:24][C:23]([N:26]5[CH2:31][CH2:30][NH:29][CH2:28][CH2:27]5)=[CH:22][CH:21]=4)[CH:18]=3)[N:13]([S:32]([C:35]3[CH:41]=[CH:40][C:38]([CH3:39])=[CH:37][CH:36]=3)(=[O:34])=[O:33])[CH:12]=2)[CH:8]=[N:7]1.[CH3:45][C@H:46]1[CH2:48][O:47]1.CCN(C(C)C)C(C)C. The catalyst is C(O)C. The product is [CH3:1][C:2]1[CH:3]=[C:4]([CH:42]=[CH:43][CH:44]=1)[CH2:5][N:6]1[CH:10]=[C:9]([C:11]2[C:19]3[C:14](=[N:15][CH:16]=[C:17]([C:20]4[CH:21]=[CH:22][C:23]([N:26]5[CH2:27][CH2:28][N:29]([CH2:45][C@@H:46]([OH:47])[CH3:48])[CH2:30][CH2:31]5)=[CH:24][CH:25]=4)[CH:18]=3)[N:13]([S:32]([C:35]3[CH:41]=[CH:40][C:38]([CH3:39])=[CH:37][CH:36]=3)(=[O:34])=[O:33])[CH:12]=2)[CH:8]=[N:7]1. The yield is 0.621.